Dataset: Reaction yield outcomes from USPTO patents with 853,638 reactions. Task: Predict the reaction yield, written as a fraction of the theoretical maximum amount of product (1.0 means a 100% yield; for example, 0.34 means a 34% yield). (1) The reactants are [Br-].[CH3:2][C:3]1[C:28]([CH3:29])=[CH:27][CH:26]=[CH:25][C:4]=1[CH2:5][P+](C1C=CC=CC=1)(C1C=CC=CC=1)C1C=CC=CC=1.CC(C)([O-])C.[K+].[O:36]=[C:37]1[C:45]2[C:40](=[CH:41][CH:42]=[CH:43][CH:44]=2)[C:39](=[O:46])[N:38]1[CH2:47][CH2:48][CH2:49][C:50]1[CH:51]=[C:52]([CH:55]=[CH:56][CH:57]=1)[CH:53]=O. The catalyst is C(Cl)Cl.C1COCC1. The product is [CH3:2][C:3]1[C:28]([CH3:29])=[CH:27][CH:26]=[CH:25][C:4]=1/[CH:5]=[CH:53]\[C:52]1[CH:51]=[C:50]([CH2:49][CH2:48][CH2:47][N:38]2[C:39](=[O:46])[C:40]3[C:45](=[CH:44][CH:43]=[CH:42][CH:41]=3)[C:37]2=[O:36])[CH:57]=[CH:56][CH:55]=1. The yield is 0.100. (2) The reactants are [Si:1]([O:8][C@H:9]([C@H:32]1[CH2:36][C:35](=[O:37])[CH2:34][N:33]1[C:38]([O:40][C:41]([CH3:44])([CH3:43])[CH3:42])=[O:39])[C@@H:10]([NH:20][C:21](=[O:31])[C:22]1[CH:27]=[CH:26][CH:25]=[C:24]([C:28](=[O:30])[NH2:29])[CH:23]=1)[CH2:11][C:12]1[CH:17]=[C:16]([F:18])[CH:15]=[C:14]([F:19])[CH:13]=1)([C:4]([CH3:7])([CH3:6])[CH3:5])([CH3:3])[CH3:2].[C:45]1([Mg]Br)[CH:50]=[CH:49][CH:48]=[CH:47][CH:46]=1.O. The catalyst is C1COCC1. The product is [Si:1]([O:8][C@H:9]([C@H:32]1[CH2:36][C:35]([OH:37])([C:45]2[CH:50]=[CH:49][CH:48]=[CH:47][CH:46]=2)[CH2:34][N:33]1[C:38]([O:40][C:41]([CH3:44])([CH3:43])[CH3:42])=[O:39])[C@@H:10]([NH:20][C:21](=[O:31])[C:22]1[CH:27]=[CH:26][CH:25]=[C:24]([C:28](=[O:30])[NH2:29])[CH:23]=1)[CH2:11][C:12]1[CH:13]=[C:14]([F:19])[CH:15]=[C:16]([F:18])[CH:17]=1)([C:4]([CH3:6])([CH3:7])[CH3:5])([CH3:3])[CH3:2]. The yield is 0.420.